From a dataset of Full USPTO retrosynthesis dataset with 1.9M reactions from patents (1976-2016). Predict the reactants needed to synthesize the given product. Given the product [CH2:24]([CH:6]([CH2:7][CH2:8][CH2:9][CH3:10])[CH:5]=[O:11])[CH:23]=[CH2:22], predict the reactants needed to synthesize it. The reactants are: C(O[CH:5]([O:11]CC=C)[CH2:6][CH2:7][CH2:8][CH2:9][CH3:10])C=C.C(OC(=O)C)(=O)C.[C:22](O)(=O)/[CH:23]=[CH:24]\C(O)=O.[OH-].[Na+].